From a dataset of Catalyst prediction with 721,799 reactions and 888 catalyst types from USPTO. Predict which catalyst facilitates the given reaction. (1) Product: [CH3:26][C:2]1([CH3:1])[CH2:6][C:5]2[C:7]([C:28]3[CH:37]=[CH:36][CH:35]=[C:30]([C:31]([O:33][CH3:34])=[O:32])[CH:29]=3)=[CH:8][CH:9]=[C:10]([O:11][CH3:12])[C:4]=2[O:3]1. The catalyst class is: 613. Reactant: [CH3:1][C:2]1([CH3:26])[CH2:6][C:5]2[C:7]([Sn](CCCC)(CCCC)CCCC)=[CH:8][CH:9]=[C:10]([O:11][CH3:12])[C:4]=2[O:3]1.Br[C:28]1[CH:29]=[C:30]([CH:35]=[CH:36][CH:37]=1)[C:31]([O:33][CH3:34])=[O:32].C(=O)([O-])[O-].[Na+].[Na+].O. (2) Reactant: [I:1][C:2]1[CH:10]=[CH:9][CH:8]=[CH:7][C:3]=1C(O)=O.C1(P(N=[N+]=[N-])(C2C=CC=CC=2)=[O:18])C=CC=CC=1.C([N:30]([CH2:33]C)CC)C.[N+:35]([C:38]1[CH:39]=[CH:40][C:41]([NH2:45])=[C:42]([OH:44])[CH:43]=1)([O-:37])=[O:36]. Product: [OH:44][C:42]1[CH:43]=[C:38]([N+:35]([O-:37])=[O:36])[CH:39]=[CH:40][C:41]=1[NH:45][C:33]([NH:30][C:3]1[CH:7]=[CH:8][CH:9]=[CH:10][C:2]=1[I:1])=[O:18]. The catalyst class is: 3.